From a dataset of TCR-epitope binding with 47,182 pairs between 192 epitopes and 23,139 TCRs. Binary Classification. Given a T-cell receptor sequence (or CDR3 region) and an epitope sequence, predict whether binding occurs between them. The epitope is RPPIFIRRL. The TCR CDR3 sequence is CATSDPKTDEQYF. Result: 1 (the TCR binds to the epitope).